Dataset: Peptide-MHC class I binding affinity with 185,985 pairs from IEDB/IMGT. Task: Regression. Given a peptide amino acid sequence and an MHC pseudo amino acid sequence, predict their binding affinity value. This is MHC class I binding data. (1) The peptide sequence is KPRSQMETDF. The MHC is HLA-B51:01 with pseudo-sequence HLA-B51:01. The binding affinity (normalized) is 0.277. (2) The MHC is HLA-B35:01 with pseudo-sequence HLA-B35:01. The peptide sequence is LADQLIHLHY. The binding affinity (normalized) is 0.227. (3) The peptide sequence is ETINEEAAEW. The MHC is HLA-B57:01 with pseudo-sequence HLA-B57:01. The binding affinity (normalized) is 0.397. (4) The peptide sequence is GLFTNSSGTQ. The MHC is HLA-A32:01 with pseudo-sequence HLA-A32:01. The binding affinity (normalized) is 0. (5) The peptide sequence is DSSQGSEYDY. The MHC is HLA-A24:02 with pseudo-sequence HLA-A24:02. The binding affinity (normalized) is 0. (6) The peptide sequence is KEKDMTKEF. The MHC is HLA-A26:01 with pseudo-sequence HLA-A26:01. The binding affinity (normalized) is 0.0847. (7) The peptide sequence is KTKDYVNGL. The MHC is Mamu-B17 with pseudo-sequence Mamu-B17. The binding affinity (normalized) is 0. (8) The peptide sequence is YIAGLKIEEI. The MHC is HLA-A68:02 with pseudo-sequence HLA-A68:02. The binding affinity (normalized) is 0.399. (9) The peptide sequence is RVRRLNWAA. The MHC is HLA-B07:02 with pseudo-sequence HLA-B07:02. The binding affinity (normalized) is 0.757.